Dataset: Reaction yield outcomes from USPTO patents with 853,638 reactions. Task: Predict the reaction yield, written as a fraction of the theoretical maximum amount of product (1.0 means a 100% yield; for example, 0.34 means a 34% yield). The reactants are [Br:1][C:2]1[CH:3]=[CH:4][C:5]2[N:6]([C:16]3[CH:21]=[CH:20][CH:19]=[C:18]([C:22]4N=N[NH:25][N:26]=4)[CH:17]=3)[C:7]3[C:12]([C:13]=2[CH:14]=1)=[CH:11][C:10]([Br:15])=[CH:9][CH:8]=3.[C:27]([C:31]1[CH:39]=[CH:38][C:34]([C:35](Cl)=[O:36])=[CH:33][CH:32]=1)([CH3:30])([CH3:29])[CH3:28]. The catalyst is N1C=CC=CC=1. The product is [Br:15][C:10]1[CH:9]=[CH:8][C:7]2[N:6]([C:16]3[CH:21]=[CH:20][CH:19]=[C:18]([C:22]4[O:36][C:35]([C:34]5[CH:38]=[CH:39][C:31]([C:27]([CH3:30])([CH3:29])[CH3:28])=[CH:32][CH:33]=5)=[N:25][N:26]=4)[CH:17]=3)[C:5]3[C:13]([C:12]=2[CH:11]=1)=[CH:14][C:2]([Br:1])=[CH:3][CH:4]=3. The yield is 0.691.